This data is from Catalyst prediction with 721,799 reactions and 888 catalyst types from USPTO. The task is: Predict which catalyst facilitates the given reaction. (1) Reactant: [C:1]([O:4][C@H:5]1[C@H:14]([O:15][C:16](=[O:18])[CH3:17])[C@H:13]([O:19][C:20](=[O:22])[CH3:21])[C@H:12]([CH3:23])[O:11][C@H:6]1[O:7][CH2:8][CH2:9][NH2:10])(=[O:3])[CH3:2].[CH:24](=O)[C:25]1[CH:30]=[CH:29][CH:28]=[CH:27][CH:26]=1.C(O)(=O)C.[BH3-]C#N.[Na+]. Product: [C:1]([O:4][C@H:5]1[C@H:14]([O:15][C:16](=[O:18])[CH3:17])[C@H:13]([O:19][C:20](=[O:22])[CH3:21])[C@H:12]([CH3:23])[O:11][C@H:6]1[O:7][CH2:8][CH2:9][NH:10][CH2:24][C:25]1[CH:30]=[CH:29][CH:28]=[CH:27][CH:26]=1)(=[O:3])[CH3:2]. The catalyst class is: 2. (2) Reactant: C(OC([N:11]1[CH2:15][CH2:14][CH2:13][C@H:12]1[CH2:16][S:17]([CH3:20])(=[O:19])=[O:18])=O)C1C=CC=CC=1. Product: [CH3:20][S:17]([CH2:16][C@@H:12]1[CH2:13][CH2:14][CH2:15][NH:11]1)(=[O:19])=[O:18]. The catalyst class is: 8. (3) The catalyst class is: 46. Product: [CH:1]1[C:10]2[C:5](=[CH:6][CH:7]=[CH:8][CH:9]=2)[CH:4]=[CH:3][C:2]=1[CH:11]([OH:12])[CH2:16][N+:13]([O-:15])=[O:14]. Reactant: [CH:1]1[C:10]2[C:5](=[CH:6][CH:7]=[CH:8][CH:9]=2)[CH:4]=[CH:3][C:2]=1[CH:11]=[O:12].[N+:13]([CH3:16])([O-:15])=[O:14].C(N(C(C)C)CC)(C)C.C1COCC1.